Predict the product of the given reaction. From a dataset of Forward reaction prediction with 1.9M reactions from USPTO patents (1976-2016). Given the reactants Cl[C:2]1[CH:3]=C(C2CCN(C(OC(C)(C)C)=O)CC=2)C=C[C:7]=1[C:8]([O:10][CH2:11][CH3:12])=[O:9].[O:26]([C:33]1[CH:38]=[CH:37][C:36]([NH:39][NH2:40])=[CH:35][CH:34]=1)[C:27]1[CH:32]=[CH:31][CH:30]=[CH:29][CH:28]=1.CC[OH:43], predict the reaction product. The product is: [OH:43][C:3]1[N:39]([C:36]2[CH:37]=[CH:38][C:33]([O:26][C:27]3[CH:28]=[CH:29][CH:30]=[CH:31][CH:32]=3)=[CH:34][CH:35]=2)[N:40]=[C:7]([C:8]([O:10][CH2:11][CH3:12])=[O:9])[CH:2]=1.